Dataset: Reaction yield outcomes from USPTO patents with 853,638 reactions. Task: Predict the reaction yield, written as a fraction of the theoretical maximum amount of product (1.0 means a 100% yield; for example, 0.34 means a 34% yield). (1) The reactants are [Cl:1][C:2]1[CH:14]=[CH:13][C:12]2[C:11]3[C:6](=[CH:7][C:8]([Cl:15])=[CH:9][CH:10]=3)[CH2:5][C:4]=2[CH:3]=1.CS(C)=O.[OH-].[Na+].[CH2:22]([CH:24]([CH2:27][CH2:28][CH2:29][CH3:30])[CH2:25]Br)[CH3:23]. The catalyst is [Cl-].C([N+](CC)(CC)CC)C1C=CC=CC=1.C(OCC)C.O. The product is [Cl:1][C:2]1[CH:14]=[CH:13][C:12]2[C:11]3[C:6](=[CH:7][C:8]([Cl:15])=[CH:9][CH:10]=3)[C:5]([CH2:5][CH:4]([CH2:12][CH3:11])[CH2:3][CH2:2][CH2:14][CH3:13])([CH2:25][CH:24]([CH2:22][CH3:23])[CH2:27][CH2:28][CH2:29][CH3:30])[C:4]=2[CH:3]=1. The yield is 0.940. (2) The reactants are [CH3:1][C:2]1([C:5]2[CH:6]=[C:7]3[C:12](=[CH:13][CH:14]=2)[CH:11]=[C:10]([C:15]([O:17]C)=[O:16])[CH:9]=[CH:8]3)[CH2:4][CH2:3]1.[OH-].[Na+]. The catalyst is CO. The product is [CH3:1][C:2]1([C:5]2[CH:6]=[C:7]3[C:12](=[CH:13][CH:14]=2)[CH:11]=[C:10]([C:15]([OH:17])=[O:16])[CH:9]=[CH:8]3)[CH2:4][CH2:3]1. The yield is 0.780. (3) The reactants are C(O)(=O)C.[CH:5]([NH2:7])=[NH:6].N[C:9]1[CH:17]=[C:16]([F:18])[CH:15]=[CH:14][C:10]=1[C:11](O)=[O:12]. The catalyst is COCCO. The product is [F:18][C:16]1[CH:17]=[C:9]2[C:10]([C:11]([OH:12])=[N:6][CH:5]=[N:7]2)=[CH:14][CH:15]=1. The yield is 0.650. (4) The reactants are [F:1][C:2]([F:9])([F:8])[C:3]([O:5]CC)=O.C[O-].[Na+].[CH3:13][C:14]1[CH:15]=[C:16]([C:25](=[O:27])[CH3:26])[CH:17]=[CH:18][C:19]=1[C:20]1[N:21]=[CH:22][S:23][CH:24]=1.Cl. The catalyst is COC(C)(C)C. The product is [F:9][C:2]([F:1])([F:8])[C:3](=[O:5])[CH2:26][C:25]([C:16]1[CH:17]=[CH:18][C:19]([C:20]2[N:21]=[CH:22][S:23][CH:24]=2)=[C:14]([CH3:13])[CH:15]=1)=[O:27]. The yield is 0.990. (5) The reactants are [Br:1][C:2]1[C:7]([O:8][CH3:9])=[CH:6][C:5]([C:10]2[N:11]=[CH:12][S:13][CH:14]=2)=[CH:4][C:3]=1[O:15][CH3:16].[Li+].C[Si]([N-][Si](C)(C)C)(C)C.CON(C)[C:30](=[O:46])[CH:31]([O:44][CH3:45])[C:32]1[CH:37]=[CH:36][C:35]([N:38]2[CH2:43][CH2:42][O:41][CH2:40][CH2:39]2)=[CH:34][CH:33]=1. The catalyst is C1COCC1. The product is [Br:1][C:2]1[C:7]([O:8][CH3:9])=[CH:6][C:5]([C:10]2[N:11]=[C:12]([C:30](=[O:46])[CH:31]([O:44][CH3:45])[C:32]3[CH:33]=[CH:34][C:35]([N:38]4[CH2:39][CH2:40][O:41][CH2:42][CH2:43]4)=[CH:36][CH:37]=3)[S:13][CH:14]=2)=[CH:4][C:3]=1[O:15][CH3:16]. The yield is 0.290. (6) The reactants are Cl[C:2]1[C:11]2[C:6](=[CH:7][CH:8]=[C:9]([O:12][CH3:13])[CH:10]=2)[CH:5]=[C:4]([Cl:14])[N:3]=1.[CH2:15]([O:22]CC1C=CC=CC=1)[C:16]1[CH:21]=[CH:20][CH:19]=[CH:18][CH:17]=1.[Na]. The catalyst is C1(C)C=CC=CC=1. The product is [CH2:15]([O:22][C:2]1[C:11]2[C:6](=[CH:7][CH:8]=[C:9]([O:12][CH3:13])[CH:10]=2)[CH:5]=[C:4]([Cl:14])[N:3]=1)[C:16]1[CH:21]=[CH:20][CH:19]=[CH:18][CH:17]=1. The yield is 0.846. (7) The reactants are Br[C:2]1[CH:3]=[C:4]([NH:10][C:11]2[N:16]=[CH:15][C:14]([N:17]3[CH2:22][CH2:21][N:20]([CH3:23])[CH2:19][C:18]3=[O:24])=[CH:13][CH:12]=2)[C:5](=[O:9])[N:6]([CH3:8])[CH:7]=1.[C:25]([O:28][CH2:29][C:30]1[C:35]([N:36]2[CH2:48][CH2:47][N:39]3[C:40]4[CH2:41][CH2:42][CH2:43][CH2:44][C:45]=4[CH:46]=[C:38]3[C:37]2=[O:49])=[CH:34][C:33]([F:50])=[CH:32][C:31]=1B1OC(C)(C)C(C)(C)O1)(=[O:27])[CH3:26].[O-]P([O-])([O-])=O.[K+].[K+].[K+].CC([O-])=O.[Na+]. The catalyst is CC#N.O.C1C=CC(P(C2C=CC=CC=2)[C-]2C=CC=C2)=CC=1.C1C=CC(P(C2C=CC=CC=2)[C-]2C=CC=C2)=CC=1.Cl[Pd]Cl.[Fe+2]. The product is [C:25]([O:28][CH2:29][C:30]1[C:35]([N:36]2[CH2:48][CH2:47][N:39]3[C:40]4[CH2:41][CH2:42][CH2:43][CH2:44][C:45]=4[CH:46]=[C:38]3[C:37]2=[O:49])=[CH:34][C:33]([F:50])=[CH:32][C:31]=1[C:2]1[CH:3]=[C:4]([NH:10][C:11]2[CH:12]=[CH:13][C:14]([N:17]3[CH2:22][CH2:21][N:20]([CH3:23])[CH2:19][C:18]3=[O:24])=[CH:15][N:16]=2)[C:5](=[O:9])[N:6]([CH3:8])[CH:7]=1)(=[O:27])[CH3:26]. The yield is 0.630. (8) The reactants are [CH2:1]([Mg]Br)[CH:2]([CH3:4])[CH3:3].[CH:7](=[O:14])[C:8]1[CH:13]=[CH:12][CH:11]=[CH:10][CH:9]=1.[Cl-].[NH4+]. The catalyst is O1CCCC1. The product is [CH3:3][CH:2]([CH3:4])[CH2:1][CH:7]([C:8]1[CH:13]=[CH:12][CH:11]=[CH:10][CH:9]=1)[OH:14]. The yield is 0.500. (9) The reactants are [F:1][C:2]1[CH:7]=[C:6]([NH:8][C:9]([NH:11][CH2:12][CH2:13][F:14])=[O:10])[CH:5]=[CH:4][C:3]=1[C:15]1[N:16]=[C:17]([N:29]2[CH2:34][CH2:33][O:32][CH2:31][C@@H:30]2C)[C:18]2[CH2:23][N:22]([C:24]([O:26][CH2:27]C)=[O:25])[CH2:21][C:19]=2[N:20]=1.ClC1N=C(N2CCOCC2)C2CN(C(OC)=O)CC=2N=1. The yield is 0.160. The product is [F:1][C:2]1[CH:7]=[C:6]([NH:8][C:9]([NH:11][CH2:12][CH2:13][F:14])=[O:10])[CH:5]=[CH:4][C:3]=1[C:15]1[N:16]=[C:17]([N:29]2[CH2:30][CH2:31][O:32][CH2:33][CH2:34]2)[C:18]2[CH2:23][N:22]([C:24]([O:26][CH3:27])=[O:25])[CH2:21][C:19]=2[N:20]=1. No catalyst specified. (10) The reactants are [N:1]1[CH:6]=[CH:5][C:4]([C:7]2[N:8]=[C:9]([CH2:12][C:13]#[N:14])[NH:10][N:11]=2)=[CH:3][CH:2]=1.C([O:17][C:18](=O)[CH:19]([C:23]1[CH:28]=[CH:27][CH:26]=[CH:25][CH:24]=1)[C:20]([CH3:22])=O)C.C([O-])(=O)C.[NH4+]. The catalyst is O. The product is [CH3:22][C:20]1[C:12]([C:13]#[N:14])=[C:9]2[NH:8][C:7]([C:4]3[CH:3]=[CH:2][N:1]=[CH:6][CH:5]=3)=[N:11][N:10]2[C:18](=[O:17])[C:19]=1[C:23]1[CH:28]=[CH:27][CH:26]=[CH:25][CH:24]=1. The yield is 0.690.